From a dataset of Reaction yield outcomes from USPTO patents with 853,638 reactions. Predict the reaction yield, written as a fraction of the theoretical maximum amount of product (1.0 means a 100% yield; for example, 0.34 means a 34% yield). (1) The reactants are CC1(C)C(C)(C)OB([C:9]2[CH:10]=[C:11]([C:30]3[N:34]([C:35]4[CH:40]=[CH:39][CH:38]=[CH:37][CH:36]=4)[C:33]4[CH:41]=[CH:42][CH:43]=[CH:44][C:32]=4[N:31]=3)[CH:12]=[C:13]([C:15]3[N:19]([C:20]4[CH:25]=[CH:24][CH:23]=[CH:22][CH:21]=4)[C:18]4[CH:26]=[CH:27][CH:28]=[CH:29][C:17]=4[N:16]=3)[CH:14]=2)O1.[Br:46][C:47]1[CH:48]=[C:49](I)[CH:50]=[CH:51][CH:52]=1.C(=O)([O-])[O-].[K+].[K+]. The product is [Br:46][C:47]1[CH:48]=[C:49]([C:9]2[CH:10]=[C:11]([C:30]3[N:34]([C:35]4[CH:40]=[CH:39][CH:38]=[CH:37][CH:36]=4)[C:33]4[CH:41]=[CH:42][CH:43]=[CH:44][C:32]=4[N:31]=3)[CH:12]=[C:13]([C:15]3[N:19]([C:20]4[CH:25]=[CH:24][CH:23]=[CH:22][CH:21]=4)[C:18]4[CH:26]=[CH:27][CH:28]=[CH:29][C:17]=4[N:16]=3)[CH:14]=2)[CH:50]=[CH:51][CH:52]=1. The yield is 0.930. The catalyst is O1CCOCC1.O.C1C=CC([P]([Pd]([P](C2C=CC=CC=2)(C2C=CC=CC=2)C2C=CC=CC=2)([P](C2C=CC=CC=2)(C2C=CC=CC=2)C2C=CC=CC=2)[P](C2C=CC=CC=2)(C2C=CC=CC=2)C2C=CC=CC=2)(C2C=CC=CC=2)C2C=CC=CC=2)=CC=1. (2) The reactants are [CH3:1][N:2]1[C:6]([CH3:7])=[CH:5][C:4]([NH2:8])=[N:3]1.Br[C:10]1[C:11](=[O:18])[N:12]([CH3:17])[N:13]=[C:14]([Cl:16])[CH:15]=1.C1(P(C2C=CC=CC=2)C2C3OC4C(=CC=CC=4P(C4C=CC=CC=4)C4C=CC=CC=4)C(C)(C)C=3C=CC=2)C=CC=CC=1.C(=O)([O-])[O-].[Cs+].[Cs+]. The catalyst is O1CCOCC1.C1C=CC(/C=C/C(/C=C/C2C=CC=CC=2)=O)=CC=1.C1C=CC(/C=C/C(/C=C/C2C=CC=CC=2)=O)=CC=1.C1C=CC(/C=C/C(/C=C/C2C=CC=CC=2)=O)=CC=1.[Pd].[Pd]. The product is [Cl:16][C:14]1[CH:15]=[C:10]([NH:8][C:4]2[CH:5]=[C:6]([CH3:7])[N:2]([CH3:1])[N:3]=2)[C:11](=[O:18])[N:12]([CH3:17])[N:13]=1. The yield is 0.450. (3) The catalyst is CN(C)C=O. The reactants are [OH:1][C:2]1[CH:13]=[CH:12][C:5]2[N:6]=[C:7]([C:9]([OH:11])=O)[O:8][C:4]=2[CH:3]=1.C(N(CC)CC)C.O.ON1C2C=CC=CC=2N=N1.Cl.CN(C)CCCN=C=NCC.[NH2:44][CH:45]1[CH2:50][CH2:49][N:48]([C:51]([O:53][C:54]([CH3:57])([CH3:56])[CH3:55])=[O:52])[CH2:47][CH2:46]1. The yield is 0.520. The product is [OH:1][C:2]1[CH:13]=[CH:12][C:5]2[N:6]=[C:7]([C:9]([NH:44][CH:45]3[CH2:46][CH2:47][N:48]([C:51]([O:53][C:54]([CH3:57])([CH3:56])[CH3:55])=[O:52])[CH2:49][CH2:50]3)=[O:11])[O:8][C:4]=2[CH:3]=1. (4) The reactants are F[C:2]1[CH:3]=C2[C:8](=[CH:9][CH:10]=1)[NH:7]C=C2.[H-].[Na+].Cl[CH2:14][N:15]1[CH2:19][CH:18]([CH2:20][CH2:21][CH3:22])[CH2:17][C:16]1=[O:23].[OH2:24].C[N:26]([CH:28]=O)[CH3:27]. The product is [O-:24][N+:26]1[CH:28]=[CH:3][CH:2]=[C:10]2[C:9]([CH2:14][N:15]3[CH2:19][CH:18]([CH2:20][CH2:21][CH3:22])[CH2:17][C:16]3=[O:23])=[CH:8][NH:7][C:27]=12. No catalyst specified. The yield is 0.330.